The task is: Predict the product of the given reaction.. This data is from Forward reaction prediction with 1.9M reactions from USPTO patents (1976-2016). Given the reactants [NH2:1][C:2]1[NH:3][CH:4]=[CH:5][CH:6]=1.C([O:9][CH:10]=[C:11](C(OCC)=O)[C:12](OCC)=O)C.C(O)C.C1(OC2C=CC=CC=2)C=CC=CC=1, predict the reaction product. The product is: [NH:1]1[C:10](=[O:9])[CH:11]=[CH:12][N:3]2[CH:4]=[CH:5][CH:6]=[C:2]12.